Dataset: Full USPTO retrosynthesis dataset with 1.9M reactions from patents (1976-2016). Task: Predict the reactants needed to synthesize the given product. (1) Given the product [CH3:1][C:2]1[N:10]=[C:9]2[C:5]([N:6]=[CH:7][NH:8]2)=[C:4]([C:17]2[C:18]([NH:23][C:24]3[CH:29]=[CH:28][C:27]([NH:30][C:31]([CH:33]4[CH2:35][CH2:34]4)=[O:32])=[CH:26][CH:25]=3)=[N:19][CH:20]=[CH:21][CH:22]=2)[N:3]=1, predict the reactants needed to synthesize it. The reactants are: [CH3:1][C:2]1[N:10]=[C:9]2[C:5]([N:6]=[CH:7][N:8]2C2CCCCO2)=[C:4]([C:17]2[C:18]([NH:23][C:24]3[CH:29]=[CH:28][C:27]([NH:30][C:31]([CH:33]4[CH2:35][CH2:34]4)=[O:32])=[CH:26][CH:25]=3)=[N:19][CH:20]=[CH:21][CH:22]=2)[N:3]=1.FC(F)(F)C(O)=O. (2) Given the product [CH2:42]([S:44][C:2]1[C:6]2[CH:7]=[N:8][C:9]([NH:11][C:12]([NH:14][C@@H:15]([C:17]3[CH:22]=[CH:21][CH:20]=[CH:19][CH:18]=3)[CH3:16])=[O:13])=[CH:10][C:5]=2[N:4]([C:23]([C:36]2[CH:41]=[CH:40][CH:39]=[CH:38][CH:37]=2)([C:30]2[CH:35]=[CH:34][CH:33]=[CH:32][CH:31]=2)[C:24]2[CH:29]=[CH:28][CH:27]=[CH:26][CH:25]=2)[N:3]=1)[CH3:43], predict the reactants needed to synthesize it. The reactants are: Br[C:2]1[C:6]2[CH:7]=[N:8][C:9]([NH:11][C:12]([NH:14][C@@H:15]([C:17]3[CH:22]=[CH:21][CH:20]=[CH:19][CH:18]=3)[CH3:16])=[O:13])=[CH:10][C:5]=2[N:4]([C:23]([C:36]2[CH:41]=[CH:40][CH:39]=[CH:38][CH:37]=2)([C:30]2[CH:35]=[CH:34][CH:33]=[CH:32][CH:31]=2)[C:24]2[CH:29]=[CH:28][CH:27]=[CH:26][CH:25]=2)[N:3]=1.[CH2:42]([S-:44])[CH3:43].[Na+].[O-2].[Al+3].[O-2].[O-2].[Al+3]. (3) The reactants are: [C:1]([C:3]1[C:11]2[C:6](=[CH:7][CH:8]=[CH:9][CH:10]=2)[N:5]([C:12]2[CH:17]=[CH:16][CH:15]=[C:14]([F:18])[CH:13]=2)[C:4]=1[C:19]([O:21]C)=[O:20])#[N:2].[OH-].[Li+].O. Given the product [C:1]([C:3]1[C:11]2[C:6](=[CH:7][CH:8]=[CH:9][CH:10]=2)[N:5]([C:12]2[CH:17]=[CH:16][CH:15]=[C:14]([F:18])[CH:13]=2)[C:4]=1[C:19]([OH:21])=[O:20])#[N:2], predict the reactants needed to synthesize it. (4) The reactants are: C1(C2C=CC=CC=2)C=CC=C(NC(=O)CCCCCNC(=O)OC(C)(C)C)C=1.[N+:29]([C:32]1[CH:43]=[CH:42][C:35]([CH2:36][O:37][CH2:38][C:39]([OH:41])=O)=[CH:34][CH:33]=1)([O-:31])=[O:30].Cl.Cl.[NH2:46][CH2:47][CH2:48][CH2:49][CH2:50][C@H:51]([NH:65][C:66](=[O:75])[O:67][CH2:68][C:69]1[CH:74]=[CH:73][CH:72]=[CH:71][CH:70]=1)[C:52](=[O:64])[NH:53][C:54]1[CH:55]=[CH:56][CH:57]=[C:58]2[C:63]=1[N:62]=[CH:61][CH:60]=[CH:59]2.C1(C2C=C(C=CC=2)N)C=CC=CC=1. Given the product [N+:29]([C:32]1[CH:33]=[CH:34][C:35]([CH2:36][O:37][CH2:38][C:39]([NH:46][CH2:47][CH2:48][CH2:49][CH2:50][C@H:51]([NH:65][C:66](=[O:75])[O:67][CH2:68][C:69]2[CH:70]=[CH:71][CH:72]=[CH:73][CH:74]=2)[C:52](=[O:64])[NH:53][C:54]2[CH:55]=[CH:56][CH:57]=[C:58]3[C:63]=2[N:62]=[CH:61][CH:60]=[CH:59]3)=[O:41])=[CH:42][CH:43]=1)([O-:31])=[O:30], predict the reactants needed to synthesize it. (5) Given the product [F:52][C:2]([F:1])([F:51])[C:3]1[CH:4]=[C:5]([C@H:13]2[O:17][C:16](=[O:18])[N:15]([CH2:19][C:20]3[CH:25]=[C:24]([C:26]([F:27])([F:28])[F:29])[CH:23]=[CH:22][C:21]=3[C:30]3[CH:31]=[C:32]([C:39]4[CH:44]=[CH:43][C:42]([C:45]([OH:47])=[O:46])=[C:41]([CH3:49])[CH:40]=4)[C:33]([F:38])=[CH:34][C:35]=3[O:36][CH3:37])[C@H:14]2[CH3:50])[CH:6]=[C:7]([C:9]([F:12])([F:11])[F:10])[CH:8]=1, predict the reactants needed to synthesize it. The reactants are: [F:1][C:2]([F:52])([F:51])[C:3]1[CH:4]=[C:5]([C@H:13]2[O:17][C:16](=[O:18])[N:15]([CH2:19][C:20]3[CH:25]=[C:24]([C:26]([F:29])([F:28])[F:27])[CH:23]=[CH:22][C:21]=3[C:30]3[CH:31]=[C:32]([C:39]4[CH:44]=[CH:43][C:42]([C:45]([O:47]C)=[O:46])=[C:41]([CH3:49])[CH:40]=4)[C:33]([F:38])=[CH:34][C:35]=3[O:36][CH3:37])[C@H:14]2[CH3:50])[CH:6]=[C:7]([C:9]([F:12])([F:11])[F:10])[CH:8]=1.O.[OH-].[Li+].O.Cl.